Dataset: Reaction yield outcomes from USPTO patents with 853,638 reactions. Task: Predict the reaction yield, written as a fraction of the theoretical maximum amount of product (1.0 means a 100% yield; for example, 0.34 means a 34% yield). (1) The reactants are [CH3:1][C:2]([C:9]1[NH:10][C:11]2[C:16]([CH:17]=1)=[CH:15][C:14]([N+:18]([O-:20])=[O:19])=[CH:13][CH:12]=2)([CH3:8])[C:3]([O:5]CC)=[O:4].O[Li].O.Cl. The catalyst is C1COCC1.O. The product is [CH3:8][C:2]([C:9]1[NH:10][C:11]2[C:16]([CH:17]=1)=[CH:15][C:14]([N+:18]([O-:20])=[O:19])=[CH:13][CH:12]=2)([CH3:1])[C:3]([OH:5])=[O:4]. The yield is 0.990. (2) The reactants are [NH2:1][C:2]1[CH:6]=[C:5]([CH3:7])[NH:4][C:3]=1[C:8]([O:10]CC)=O.[CH3:13][O:14][C:15]([NH:17][C:18](=[N:21]C(OC)=O)SC)=[O:16].CC(O)=O.C[O-].[Na+]. The catalyst is CO. The product is [CH3:7][C:5]1[NH:4][C:3]2[C:8](=[O:10])[NH:21][C:18]([NH:17][C:15](=[O:16])[O:14][CH3:13])=[N:1][C:2]=2[CH:6]=1. The yield is 0.690. (3) The reactants are [N+:1]([C:4]1[CH:9]=[CH:8][C:7]([C:10]([CH3:17])([CH3:16])[C:11]([O:13][CH2:14][CH3:15])=[O:12])=[CH:6][CH:5]=1)([O-])=O.C([O-])=O.[K+]. The catalyst is CCO.O.[Pd]. The product is [NH2:1][C:4]1[CH:5]=[CH:6][C:7]([C:10]([CH3:16])([CH3:17])[C:11]([O:13][CH2:14][CH3:15])=[O:12])=[CH:8][CH:9]=1. The yield is 0.850. (4) The reactants are [Cl:1][C:2]1[CH:9]=[C:8]([O:10][CH2:11][CH2:12][CH2:13][N:14]2[CH2:19][CH2:18][N:17]([CH3:20])[CH2:16][CH2:15]2)[CH:7]=[CH:6][C:3]=1[CH:4]=O.[F:21][C:22]([F:33])([F:32])[O:23][C:24]1[CH:25]=[C:26]([NH2:31])[C:27]([NH2:30])=[CH:28][CH:29]=1. No catalyst specified. The product is [Cl:1][C:2]1[CH:9]=[C:8]([O:10][CH2:11][CH2:12][CH2:13][N:14]2[CH2:19][CH2:18][N:17]([CH3:20])[CH2:16][CH2:15]2)[CH:7]=[CH:6][C:3]=1[C:4]1[NH:30][C:27]2[CH:28]=[CH:29][C:24]([O:23][C:22]([F:21])([F:32])[F:33])=[CH:25][C:26]=2[N:31]=1. The yield is 0.230. (5) The reactants are [C:1]([C:4]1[CH:5]=[C:6]([C:20]2[C:21]([N:40]([CH3:45])[S:41]([CH3:44])(=[O:43])=[O:42])=[CH:22][C:23]3[O:27][C:26]([C:28]4[CH:33]=[CH:32][C:31]([F:34])=[CH:30][CH:29]=4)=[C:25]([C:35]([NH:37][CH3:38])=[O:36])[C:24]=3[CH:39]=2)[CH:7]=[C:8]([C:10]2[O:11][C:12]3[CH:18]=[CH:17][CH:16]=[C:15]([F:19])[C:13]=3[N:14]=2)[CH:9]=1)(=O)[CH3:2].[NH2:46][OH:47].Cl.C([O-])(O)=O.[Na+]. The catalyst is CO. The product is [F:19][C:15]1[C:13]2[N:14]=[C:10]([C:8]3[CH:7]=[C:6]([C:20]4[C:21]([N:40]([CH3:45])[S:41]([CH3:44])(=[O:43])=[O:42])=[CH:22][C:23]5[O:27][C:26]([C:28]6[CH:29]=[CH:30][C:31]([F:34])=[CH:32][CH:33]=6)=[C:25]([C:35]([NH:37][CH3:38])=[O:36])[C:24]=5[CH:39]=4)[CH:5]=[C:4](/[C:1](=[N:46]\[OH:47])/[CH3:2])[CH:9]=3)[O:11][C:12]=2[CH:18]=[CH:17][CH:16]=1. The yield is 0.800. (6) The reactants are [CH:1]([N:4]1[C:8]([C:9]2[N:10]=[C:11]3[C:17]4[CH:18]=[CH:19][C:20]([OH:22])=[CH:21][C:16]=4[O:15][CH2:14][CH2:13][N:12]3[CH:23]=2)=[N:7][CH:6]=[N:5]1)([CH3:3])[CH3:2].[CH3:24][O:25][C:26](=[O:32])[CH:27]([CH:29]1[CH2:31][CH2:30]1)O.CC(OC(/N=N/C(OC(C)C)=O)=O)C. The catalyst is O1CCOCC1. The product is [CH3:24][O:25][C:26](=[O:32])[CH:27]([CH:29]1[CH2:31][CH2:30]1)[O:22][C:20]1[CH:19]=[CH:18][C:17]2[C:11]3[N:12]([CH2:13][CH2:14][O:15][C:16]=2[CH:21]=1)[CH:23]=[C:9]([C:8]1[N:4]([CH:1]([CH3:3])[CH3:2])[N:5]=[CH:6][N:7]=1)[N:10]=3. The yield is 0.250. (7) The product is [O:29]=[C:30]([CH3:32])[CH2:31][C:2]1[CH:3]=[C:4]([CH2:8][C:9]#[N:10])[CH:5]=[CH:6][CH:7]=1. The catalyst is C1(C)C=CC=CC=1.O.[Cl-].[Na+].O.C1C=CC(/C=C/C(/C=C/C2C=CC=CC=2)=O)=CC=1.C1C=CC(/C=C/C(/C=C/C2C=CC=CC=2)=O)=CC=1.C1C=CC(/C=C/C(/C=C/C2C=CC=CC=2)=O)=CC=1.[Pd].[Pd].C1(P(C2CCCCC2)C2C=CC=CC=2C2C=CC=CC=2N(C)C)CCCCC1.CCOC(C)=O. The reactants are Br[C:2]1[CH:3]=[C:4]([CH2:8][C:9]#[N:10])[CH:5]=[CH:6][CH:7]=1.C[O-].C([Sn+](CCCC)CCCC)CCC.C([O:29][C:30]([CH3:32])=[CH2:31])(=O)C.[F-].[K+]. The yield is 0.690. (8) The reactants are [Cl:1][C:2]1[CH:3]=[C:4]2[C:13](=[C:14]([Cl:16])[CH:15]=1)[C:7]1([CH:12]=[CH:11][NH:10][CH2:9][CH2:8]1)[NH:6][C:5]2=[O:17]. The catalyst is C(O)(=O)C.O=[Pt]=O. The product is [Cl:1][C:2]1[CH:3]=[C:4]2[C:13](=[C:14]([Cl:16])[CH:15]=1)[C:7]1([CH2:12][CH2:11][NH:10][CH2:9][CH2:8]1)[NH:6][C:5]2=[O:17]. The yield is 0.730. (9) The reactants are [F-].C([N+](CCCC)(CCCC)CCCC)CCC.[F:19][C:20]1[CH:21]=[C:22]([C:29]#[C:30][Si](C)(C)C)[CH:23]=[C:24]([F:28])[C:25]=1[O:26][CH3:27]. The catalyst is C1COCC1. The product is [C:29]([C:22]1[CH:21]=[C:20]([F:19])[C:25]([O:26][CH3:27])=[C:24]([F:28])[CH:23]=1)#[CH:30]. The yield is 0.720. (10) The reactants are Br[C:2]1[S:34][C:5]2[N:6]=[C:7]([CH2:30][CH2:31][CH2:32][CH3:33])[N:8]=[C:9]([NH:10][C@H:11]([C:13]3[N:18]([C:19]4[CH:24]=[CH:23][CH:22]=[CH:21][CH:20]=4)[C:17](=[O:25])[C:16]4=[C:26]([CH3:29])[CH:27]=[CH:28][N:15]4[N:14]=3)[CH3:12])[C:4]=2[CH:3]=1.[C:35](=O)([O-])[O-].[K+].[K+].CB1OB(C)OB(C)O1. The catalyst is C1C=CC([P]([Pd]([P](C2C=CC=CC=2)(C2C=CC=CC=2)C2C=CC=CC=2)([P](C2C=CC=CC=2)(C2C=CC=CC=2)C2C=CC=CC=2)[P](C2C=CC=CC=2)(C2C=CC=CC=2)C2C=CC=CC=2)(C2C=CC=CC=2)C2C=CC=CC=2)=CC=1. The product is [CH2:30]([C:7]1[N:8]=[C:9]([NH:10][C@H:11]([C:13]2[N:18]([C:19]3[CH:24]=[CH:23][CH:22]=[CH:21][CH:20]=3)[C:17](=[O:25])[C:16]3=[C:26]([CH3:29])[CH:27]=[CH:28][N:15]3[N:14]=2)[CH3:12])[C:4]2[CH:3]=[C:2]([CH3:35])[S:34][C:5]=2[N:6]=1)[CH2:31][CH2:32][CH3:33]. The yield is 0.370.